From a dataset of Reaction yield outcomes from USPTO patents with 853,638 reactions. Predict the reaction yield, written as a fraction of the theoretical maximum amount of product (1.0 means a 100% yield; for example, 0.34 means a 34% yield). (1) The reactants are [H-].[Na+].[CH2:3]([O:5][C:6]([C:8]1[CH:9]=[N:10][NH:11][CH:12]=1)=[O:7])[CH3:4].[CH3:13]I. The catalyst is O1CCCC1. The product is [CH2:3]([O:5][C:6]([C:8]1[CH:9]=[N:10][N:11]([CH3:13])[CH:12]=1)=[O:7])[CH3:4]. The yield is 0.815. (2) The reactants are CS(C1C=CC([N:11]2C(=O)C=CC(C([O-])=O)=N2)=CC=1)(=O)=O.[Br:21][C:22]1[CH:27]=[CH:26][C:25]([N:28]2[C:33](=[O:34])[CH:32]=[C:31]([O:35][CH:36]3[CH2:41][CH2:40][N:39]([C:42]([O:44][C:45]([CH3:48])([CH3:47])[CH3:46])=[O:43])[CH2:38][CH2:37]3)[C:30]([C:49]([O:51]C)=O)=[N:29]2)=[CH:24][C:23]=1[F:53]. No catalyst specified. The product is [Br:21][C:22]1[CH:27]=[CH:26][C:25]([N:28]2[C:33](=[O:34])[CH:32]=[C:31]([O:35][CH:36]3[CH2:41][CH2:40][N:39]([C:42]([O:44][C:45]([CH3:46])([CH3:48])[CH3:47])=[O:43])[CH2:38][CH2:37]3)[C:30]([C:49](=[O:51])[NH2:11])=[N:29]2)=[CH:24][C:23]=1[F:53]. The yield is 1.00. (3) The reactants are [NH2:1][C:2]1[N:7]=[CH:6][N:5]=[C:4]2[N:8]([CH2:26][C@H:27]3[CH2:31][CH2:30][CH2:29][N:28]3C(OC(C)(C)C)=O)[N:9]=[C:10]([C:11]3[CH:16]=[CH:15][C:14]([O:17][C:18]4[CH:23]=[CH:22][CH:21]=[C:20]([F:24])[C:19]=4[F:25])=[CH:13][CH:12]=3)[C:3]=12.[F:39][C:40]([F:45])([F:44])[C:41]([OH:43])=[O:42]. The catalyst is ClCCl. The product is [F:39][C:40]([F:45])([F:44])[C:41]([OH:43])=[O:42].[F:39][C:40]([F:45])([F:44])[C:41]([OH:43])=[O:42].[F:25][C:19]1[C:20]([F:24])=[CH:21][CH:22]=[CH:23][C:18]=1[O:17][C:14]1[CH:13]=[CH:12][C:11]([C:10]2[C:3]3[C:4](=[N:5][CH:6]=[N:7][C:2]=3[NH2:1])[N:8]([CH2:26][C@H:27]3[CH2:31][CH2:30][CH2:29][NH:28]3)[N:9]=2)=[CH:16][CH:15]=1. The yield is 0.460. (4) The reactants are C(N[CH:5]([CH3:7])[CH3:6])(C)C.[C:8](=[O:10])=O.[CH3:11][C:12]([CH3:14])=O.C([O:18][CH2:19][CH3:20])(=O)C.[Cl-].[NH4+:22]. The product is [CH:12]1([C@@:8]2([OH:10])[C@H:7]([CH2:5][CH3:6])[NH:22][C:19](=[O:18])[CH2:20]2)[CH2:14][CH2:11]1. The yield is 0.390. The catalyst is O1CCCC1. (5) The reactants are [O:1]1[CH2:6][CH2:5][CH:4]([C:7]([C:9]2[CH:18]=[CH:17][C:12]([C:13]([O:15][CH3:16])=[O:14])=[CH:11][CH:10]=2)=O)[CH2:3][CH2:2]1.[F:19][C:20]([F:34])([F:33])[C:21]1[CH:22]=[N:23][N:24]([C:26]2[N:31]=[CH:30][C:29]([NH2:32])=[CH:28][CH:27]=2)[CH:25]=1.[B][B][B][B][B][B][B][B][B][B]. The catalyst is CO. The product is [O:1]1[CH2:6][CH2:5][CH:4]([CH:7]([NH:32][C:29]2[CH:30]=[N:31][C:26]([N:24]3[CH:25]=[C:21]([C:20]([F:34])([F:33])[F:19])[CH:22]=[N:23]3)=[CH:27][CH:28]=2)[C:9]2[CH:18]=[CH:17][C:12]([C:13]([O:15][CH3:16])=[O:14])=[CH:11][CH:10]=2)[CH2:3][CH2:2]1. The yield is 0.780. (6) The reactants are [OH:1][CH2:2][CH:3]1[CH2:8][CH2:7][CH2:6][CH2:5][N:4]1[CH2:9][CH2:10][O:11][C:12]1[CH:17]=[CH:16][C:15]([OH:18])=[CH:14][CH:13]=1.C(OC1C=CC(OCC[N:34]2C[CH2:38][CH2:37][CH2:36][CH:35]2CO)=CC=1)C1C=CC=CC=1.C(O)C.[C:47]([O:50][CH2:51][CH3:52])(=O)C. The catalyst is [Pd]. The product is [O:50]1[C:51]2[CH:52]=[CH:38][CH:37]=[CH:36][C:35]=2[N:34]=[C:47]1[O:18][C:15]1[CH:14]=[CH:13][C:12]([O:11][CH2:10][CH2:9][N:4]2[CH2:5][CH2:6][CH2:7][CH2:8][CH:3]2[CH2:2][OH:1])=[CH:17][CH:16]=1. The yield is 1.00.